Dataset: CYP2D6 inhibition data for predicting drug metabolism from PubChem BioAssay. Task: Regression/Classification. Given a drug SMILES string, predict its absorption, distribution, metabolism, or excretion properties. Task type varies by dataset: regression for continuous measurements (e.g., permeability, clearance, half-life) or binary classification for categorical outcomes (e.g., BBB penetration, CYP inhibition). Dataset: cyp2d6_veith. (1) The compound is COCCn1c(=O)c(-c2ccc(F)cc2)nc2cnc(Nc3cccc(OC)c3)nc21. The result is 0 (non-inhibitor). (2) The compound is CCOc1ccc(N/N=C(/C#N)C(N)=O)cc1. The result is 0 (non-inhibitor). (3) The molecule is Nc1ccc(N(c2ccccc2)c2ccc(N)cc2)cc1. The result is 1 (inhibitor). (4) The compound is Cc1cccc(CNc2ncnc3ccc(-c4cccc(C#N)c4)cc23)c1. The result is 0 (non-inhibitor). (5) The drug is O=C1[C@H]2O[C@@H]2[C@@H](O)[C@H]2[C@H]1CCn1c(=O)n(Cc3cc4c(cc3Cl)OCO4)c(=O)n12. The result is 0 (non-inhibitor).